From a dataset of Forward reaction prediction with 1.9M reactions from USPTO patents (1976-2016). Predict the product of the given reaction. Given the reactants Cl[S:2]([N:5]=[C:6]=[O:7])(=[O:4])=[O:3].[C:8]([OH:12])([CH3:11])([CH3:10])[CH3:9].[N+:13]([C:16]1[CH:21]=[CH:20][C:19]([CH2:22][NH2:23])=[CH:18][CH:17]=1)([O-:15])=[O:14].C(N(CC)CC)C, predict the reaction product. The product is: [N+:13]([C:16]1[CH:17]=[CH:18][C:19]([CH2:22][NH:23][S:2]([NH:5][C:6](=[O:7])[O:12][C:8]([CH3:11])([CH3:10])[CH3:9])(=[O:4])=[O:3])=[CH:20][CH:21]=1)([O-:15])=[O:14].